Dataset: Full USPTO retrosynthesis dataset with 1.9M reactions from patents (1976-2016). Task: Predict the reactants needed to synthesize the given product. Given the product [CH2:1]([N:3]1[C:7](/[CH:8]=[CH:9]/[C:10]2[C:11]([O:21][CH2:22][C:23]3[CH:48]=[CH:47][C:26]([O:27][CH2:28][C:29]4[N:30]=[C:31]([C:35]5[CH:36]=[CH:37][C:38]([CH2:41][C:42]([OH:44])=[O:43])=[CH:39][CH:40]=5)[O:32][C:33]=4[CH3:34])=[C:25]([O:49][CH3:50])[CH:24]=3)=[N:12][N:13]([C:15]3[CH:16]=[CH:17][CH:18]=[CH:19][CH:20]=3)[CH:14]=2)=[CH:6][N:5]=[CH:4]1)[CH3:2], predict the reactants needed to synthesize it. The reactants are: [CH2:1]([N:3]1[C:7](/[CH:8]=[CH:9]/[C:10]2[C:11]([O:21][CH2:22][C:23]3[CH:48]=[CH:47][C:26]([O:27][CH2:28][C:29]4[N:30]=[C:31]([C:35]5[CH:40]=[CH:39][C:38]([CH2:41][C:42]([O:44]CC)=[O:43])=[CH:37][CH:36]=5)[O:32][C:33]=4[CH3:34])=[C:25]([O:49][CH3:50])[CH:24]=3)=[N:12][N:13]([C:15]3[CH:20]=[CH:19][CH:18]=[CH:17][CH:16]=3)[CH:14]=2)=[CH:6][N:5]=[CH:4]1)[CH3:2].[OH-].[Na+].O1CCCC1.Cl.